Task: Regression. Given a peptide amino acid sequence and an MHC pseudo amino acid sequence, predict their binding affinity value. This is MHC class I binding data.. Dataset: Peptide-MHC class I binding affinity with 185,985 pairs from IEDB/IMGT (1) The peptide sequence is EIPQFMIGL. The MHC is HLA-A25:01 with pseudo-sequence HLA-A25:01. The binding affinity (normalized) is 0.763. (2) The peptide sequence is RRVVRGEQL. The MHC is Mamu-B03 with pseudo-sequence Mamu-B03. The binding affinity (normalized) is 0.582.